From a dataset of Forward reaction prediction with 1.9M reactions from USPTO patents (1976-2016). Predict the product of the given reaction. (1) The product is: [Cl:15][C:16]1[CH:21]=[CH:20][C:19]([CH2:22][C:23]([NH:25][C:26]2[N:28]=[C:8]([C:3]3[S:4][C:5]([CH3:7])=[N:6][C:2]=3[CH3:1])[CH:9]=[CH:10][N:27]=2)=[O:24])=[CH:18][CH:17]=1. Given the reactants [CH3:1][C:2]1[N:6]=[C:5]([CH3:7])[S:4][C:3]=1/[CH:8]=[CH:9]/[C:10](N(C)C)=O.[Cl:15][C:16]1[CH:21]=[CH:20][C:19]([CH2:22][C:23]([NH:25][C:26]([NH2:28])=[NH:27])=[O:24])=[CH:18][CH:17]=1, predict the reaction product. (2) Given the reactants Cl.[Cl:2][C:3]1[CH:8]=[CH:7][C:6]([CH:9]([NH:14][C:15]([C:17]2([NH:32]C(=O)OC(C)(C)C)[CH2:22][CH2:21][N:20]([C:23]3[C:24]4[CH:31]=[CH:30][NH:29][C:25]=4[N:26]=[CH:27][N:28]=3)[CH2:19][CH2:18]2)=[O:16])[CH2:10][CH2:11][O:12][CH3:13])=[CH:5][CH:4]=1, predict the reaction product. The product is: [NH2:32][C:17]1([C:15]([NH:14][CH:9]([C:6]2[CH:5]=[CH:4][C:3]([Cl:2])=[CH:8][CH:7]=2)[CH2:10][CH2:11][O:12][CH3:13])=[O:16])[CH2:18][CH2:19][N:20]([C:23]2[C:24]3[CH:31]=[CH:30][NH:29][C:25]=3[N:26]=[CH:27][N:28]=2)[CH2:21][CH2:22]1. (3) Given the reactants [CH:1](=O)[CH3:2].C(O)(=O)C.[NH2:8][CH:9]1[CH2:14][CH2:13][CH2:12][N:11]([C:15](=[O:39])[C@@H:16]([N:18]2[CH2:22][CH2:21][C@H:20]([NH:23][S:24]([C:27]3[CH:36]=[CH:35][C:34]4[C:29](=[CH:30][CH:31]=[C:32]([Cl:37])[CH:33]=4)[CH:28]=3)(=[O:26])=[O:25])[C:19]2=[O:38])[CH3:17])[CH2:10]1.C(O[BH-](OC(=O)C)OC(=O)C)(=O)C.C([N+](CC)(CC)CC)C, predict the reaction product. The product is: [Cl:37][C:32]1[CH:33]=[C:34]2[C:29](=[CH:30][CH:31]=1)[CH:28]=[C:27]([S:24]([NH:23][C@H:20]1[CH2:21][CH2:22][N:18]([C@@H:16]([CH3:17])[C:15]([N:11]3[CH2:12][CH2:13][CH2:14][CH:9]([NH:8][CH2:1][CH3:2])[CH2:10]3)=[O:39])[C:19]1=[O:38])(=[O:26])=[O:25])[CH:36]=[CH:35]2. (4) Given the reactants Cl[C:2]1[N:3]=[C:4]2[CH:10]=[C:9]([C:11]([NH:13][C:14]3[CH:19]=[C:18]([NH:20][C:21](=[O:33])[C:22]4[CH:27]=[CH:26][CH:25]=[C:24]([C:28]([C:31]#[N:32])([CH3:30])[CH3:29])[CH:23]=4)[CH:17]=[CH:16][C:15]=3[CH3:34])=[O:12])[S:8][C:5]2=[N:6][CH:7]=1.[C:35](=O)([O-])[O-].[K+].[K+], predict the reaction product. The product is: [C:31]([C:28]([C:24]1[CH:23]=[C:22]([CH:27]=[CH:26][CH:25]=1)[C:21]([NH:20][C:18]1[CH:17]=[CH:16][C:15]([CH3:34])=[C:14]([NH:13][C:11]([C:9]2[S:8][C:5]3=[N:6][CH:7]=[C:2]([CH3:35])[N:3]=[C:4]3[CH:10]=2)=[O:12])[CH:19]=1)=[O:33])([CH3:30])[CH3:29])#[N:32]. (5) Given the reactants [C:1]1([C:7]2[N:12]=[CH:11][C:10]([NH:13][C:14]([C:16]3[CH:21]=[C:20]([N:22]4[CH2:27][CH2:26][CH2:25][CH2:24][CH2:23]4)[CH:19]=[CH:18][C:17]=3[NH:28][C:29]([C:31]3[CH:32]=[C:33]([CH:42]=[CH:43][CH:44]=3)[CH2:34][S:35][CH2:36][CH2:37][C:38]([O:40]C)=[O:39])=[O:30])=[O:15])=[CH:9][N:8]=2)[CH:6]=[CH:5][CH:4]=[CH:3][CH:2]=1.[OH-].[Li+].Cl, predict the reaction product. The product is: [C:1]1([C:7]2[N:8]=[CH:9][C:10]([NH:13][C:14]([C:16]3[CH:21]=[C:20]([N:22]4[CH2:23][CH2:24][CH2:25][CH2:26][CH2:27]4)[CH:19]=[CH:18][C:17]=3[NH:28][C:29]([C:31]3[CH:32]=[C:33]([CH:42]=[CH:43][CH:44]=3)[CH2:34][S:35][CH2:36][CH2:37][C:38]([OH:40])=[O:39])=[O:30])=[O:15])=[CH:11][N:12]=2)[CH:2]=[CH:3][CH:4]=[CH:5][CH:6]=1.